Dataset: Full USPTO retrosynthesis dataset with 1.9M reactions from patents (1976-2016). Task: Predict the reactants needed to synthesize the given product. (1) Given the product [Si:1]([O:18][CH2:19][C:20]1[C:25]([N:26]2[CH2:31][C@H:30]([CH3:32])[O:29][C@H:28]([CH3:33])[CH2:27]2)=[C:24]([F:34])[C:23]([F:35])=[C:22]([C:39]([C:41]2[C:42]([CH3:47])=[N:43][O:44][C:45]=2[CH3:46])=[O:40])[CH:21]=1)([C:14]([CH3:16])([CH3:17])[CH3:15])([C:2]1[CH:7]=[CH:6][CH:5]=[CH:4][CH:3]=1)[C:8]1[CH:13]=[CH:12][CH:11]=[CH:10][CH:9]=1, predict the reactants needed to synthesize it. The reactants are: [Si:1]([O:18][CH2:19][C:20]1[C:25]([N:26]2[CH2:31][C@H:30]([CH3:32])[O:29][C@H:28]([CH3:33])[CH2:27]2)=[C:24]([F:34])[C:23]([F:35])=[CH:22][CH:21]=1)([C:14]([CH3:17])([CH3:16])[CH3:15])([C:8]1[CH:13]=[CH:12][CH:11]=[CH:10][CH:9]=1)[C:2]1[CH:7]=[CH:6][CH:5]=[CH:4][CH:3]=1.CON(C)[C:39]([C:41]1[C:42]([CH3:47])=[N:43][O:44][C:45]=1[CH3:46])=[O:40]. (2) Given the product [CH2:24]([N:13]1[C:12]2[CH2:11][CH2:10][CH2:9][CH2:8][C:7]=2[C:6]2[C:14]1=[CH:15][CH:16]=[C:4]([N+:1]([O-:3])=[O:2])[CH:5]=2)[CH:25]([CH3:27])[CH3:26], predict the reactants needed to synthesize it. The reactants are: [N+:1]([C:4]1[CH:5]=[C:6]2[C:14](=[CH:15][CH:16]=1)[NH:13][C:12]1[CH2:11][CH2:10][CH2:9][CH2:8][C:7]2=1)([O-:3])=[O:2].C(=O)([O-])[O-].[K+].[K+].Br[CH2:24][CH:25]([CH3:27])[CH3:26].O.